This data is from Full USPTO retrosynthesis dataset with 1.9M reactions from patents (1976-2016). The task is: Predict the reactants needed to synthesize the given product. Given the product [C:30]([O:29][C:27]([N:24]1[CH2:25][CH2:26][CH:21]([NH:20][C:2]2[N:3]=[C:4]([CH2:12][C:13]3[CH:18]=[CH:17][C:16]([Cl:19])=[CH:15][CH:14]=3)[CH:5]=[C:6]([C:8]([OH:11])([CH3:10])[CH3:9])[N:7]=2)[CH2:22][CH2:23]1)=[O:28])([CH3:33])([CH3:31])[CH3:32], predict the reactants needed to synthesize it. The reactants are: Cl[C:2]1[N:7]=[C:6]([C:8]([OH:11])([CH3:10])[CH3:9])[CH:5]=[C:4]([CH2:12][C:13]2[CH:18]=[CH:17][C:16]([Cl:19])=[CH:15][CH:14]=2)[N:3]=1.[NH2:20][CH:21]1[CH2:26][CH2:25][N:24]([C:27]([O:29][C:30]([CH3:33])([CH3:32])[CH3:31])=[O:28])[CH2:23][CH2:22]1.CC(C)([O-])C.[Na+].C1(P(C2CCCCC2)C2C=CC=CC=2C2C=CC=CC=2)CCCCC1.